This data is from Full USPTO retrosynthesis dataset with 1.9M reactions from patents (1976-2016). The task is: Predict the reactants needed to synthesize the given product. (1) Given the product [NH2:2][C:18]1[CH:8]=[CH:7][NH:11][C:12]=1[C:13]([O:15][CH2:16][CH3:17])=[O:14], predict the reactants needed to synthesize it. The reactants are: O1C=CC=[N:2]1.[O-][CH2:7][CH3:8].[Na+].Cl.[NH2:11][CH:12]([C:18](OCC)=O)[C:13]([O:15][CH2:16][CH3:17])=[O:14].C([O-])(=O)C.[Na+]. (2) Given the product [F:1][C:2]1[CH:30]=[CH:29][C:5]([CH2:6][N:7]2[C:15]3[CH:14]=[CH:13][CH:12]=[CH:11][C:10]=3[C:9]3[CH2:16][C@H:17]4[C:27](=[O:28])[N:31]([CH2:34][CH2:35][C:36]([O:38][C:39]([CH3:41])([CH3:40])[CH3:42])=[O:37])[C:32](=[S:33])[N:18]4[CH2:19][C:8]2=3)=[CH:4][CH:3]=1, predict the reactants needed to synthesize it. The reactants are: [F:1][C:2]1[CH:30]=[CH:29][C:5]([CH2:6][N:7]2[C:15]3[C:10](=[CH:11][CH:12]=[CH:13][CH:14]=3)[C:9]3[CH2:16][C@@H:17]([CH2:27][OH:28])[N:18](C(OC(C)(C)C)=O)[CH2:19][C:8]2=3)=[CH:4][CH:3]=1.[N:31]([CH2:34][CH2:35][C:36]([O:38][C:39]([CH3:42])([CH3:41])[CH3:40])=[O:37])=[C:32]=[S:33].CCN(CC)CC.CS(C)=O. (3) Given the product [F:29][C:28]([F:31])([F:30])[C:23]([C:20]1[CH:21]=[CH:22][C:17]([CH2:16][N:13]2[CH2:12][CH2:11][CH:10]([N:7]3[C:6]4[CH:33]=[C:2]([NH:1][C:41]([NH:40][C:37]5[CH:38]=[CH:39][N:34]=[CH:35][CH:36]=5)=[O:42])[CH:3]=[CH:4][C:5]=4[N:9]=[CH:8]3)[CH2:15][CH2:14]2)=[CH:18][CH:19]=1)([OH:32])[C:24]([F:25])([F:26])[F:27], predict the reactants needed to synthesize it. The reactants are: [NH2:1][C:2]1[CH:3]=[CH:4][C:5]2[N:9]=[CH:8][N:7]([CH:10]3[CH2:15][CH2:14][N:13]([CH2:16][C:17]4[CH:22]=[CH:21][C:20]([C:23]([OH:32])([C:28]([F:31])([F:30])[F:29])[C:24]([F:27])([F:26])[F:25])=[CH:19][CH:18]=4)[CH2:12][CH2:11]3)[C:6]=2[CH:33]=1.[N:34]1[CH:39]=[CH:38][C:37]([NH:40][C:41](=O)[O:42]C2C=CC=CC=2)=[CH:36][CH:35]=1.